Dataset: Reaction yield outcomes from USPTO patents with 853,638 reactions. Task: Predict the reaction yield, written as a fraction of the theoretical maximum amount of product (1.0 means a 100% yield; for example, 0.34 means a 34% yield). (1) The reactants are [CH:1]1([C:7]2[C:11]([CH2:12][CH2:13][CH2:14][OH:15])=[CH:10][N:9]([C:16]3[CH:21]=[CH:20][C:19]([C:22]([F:25])([F:24])[F:23])=[CH:18][N:17]=3)[N:8]=2)[CH2:6][CH2:5][CH2:4][CH2:3][CH2:2]1.[CH2:26]([O:28][C:29]1[CH:34]=[CH:33][C:32]([CH2:35][C:36]([O:38]C)=[O:37])=[CH:31][C:30]=1O)[CH3:27].C(P(CCCC)CCCC)CCC.N(C(N1CCCCC1)=O)=NC(N1CCCCC1)=O. The catalyst is O1CCCC1. The product is [CH:1]1([C:7]2[C:11]([CH2:12][CH2:13][CH2:14][O:15][C:34]3[CH:33]=[C:32]([CH2:35][C:36]([OH:38])=[O:37])[CH:31]=[CH:30][C:29]=3[O:28][CH2:26][CH3:27])=[CH:10][N:9]([C:16]3[CH:21]=[CH:20][C:19]([C:22]([F:23])([F:24])[F:25])=[CH:18][N:17]=3)[N:8]=2)[CH2:6][CH2:5][CH2:4][CH2:3][CH2:2]1. The yield is 0.850. (2) The reactants are [CH3:1][C:2]1[C:3]([N:20]([CH3:24])[CH:21]([CH3:23])[CH3:22])=[N:4][C:5]2[O:11][CH2:10][CH2:9][N:8](C(OC(C)(C)C)=O)[CH2:7][C:6]=2[N:19]=1.C(OCC)(=O)C.[ClH:31].[OH-].[Na+]. No catalyst specified. The product is [ClH:31].[CH3:24][N:20]([CH:21]([CH3:23])[CH3:22])[C:3]1[C:2]([CH3:1])=[N:19][C:6]2[CH2:7][NH:8][CH2:9][CH2:10][O:11][C:5]=2[N:4]=1. The yield is 0.760. (3) The reactants are [Br:1][C:2]1[CH:7]=[CH:6][C:5]([N:8]2[C:12]([CH3:13])=[CH:11][C:10]([C:14]([N:16]([CH2:21][CH2:22][CH2:23][CH3:24])[CH2:17][CH2:18][CH2:19][CH3:20])=[O:15])=[N:9]2)=[C:4]([C:25]([N:27]2[C@H:36]([CH2:37][OH:38])[CH2:35][C:34]3[C:29](=[CH:30][CH:31]=[CH:32][CH:33]=3)[CH2:28]2)=[O:26])[CH:3]=1.[Si:39](Cl)([C:42]([CH3:45])([CH3:44])[CH3:43])([CH3:41])[CH3:40].N1C=CN=C1. The catalyst is C(Cl)Cl.O. The product is [Br:1][C:2]1[CH:7]=[CH:6][C:5]([N:8]2[C:12]([CH3:13])=[CH:11][C:10]([C:14]([N:16]([CH2:21][CH2:22][CH2:23][CH3:24])[CH2:17][CH2:18][CH2:19][CH3:20])=[O:15])=[N:9]2)=[C:4]([C:25]([N:27]2[C@H:36]([CH2:37][O:38][Si:39]([C:42]([CH3:45])([CH3:44])[CH3:43])([CH3:41])[CH3:40])[CH2:35][C:34]3[C:29](=[CH:30][CH:31]=[CH:32][CH:33]=3)[CH2:28]2)=[O:26])[CH:3]=1. The yield is 0.830. (4) The reactants are C([O:3][CH2:4][CH2:5][CH2:6][N:7]1[C:12](=[O:13])[C:11]2[C:14]([CH2:26][C:27]3[CH:32]=[CH:31][C:30]([Cl:33])=[CH:29][CH:28]=3)=[C:15]([O:18][C:19]3[CH:20]=[N:21][C:22]([CH3:25])=[CH:23][CH:24]=3)[CH:16]=[N:17][C:10]=2[N:9]([CH3:34])[C:8]1=[O:35])=O.O[Li].O. The catalyst is C1COCC1.O.CC(=O)OCC. The product is [Cl:33][C:30]1[CH:29]=[CH:28][C:27]([CH2:26][C:14]2[C:11]3[C:12](=[O:13])[N:7]([CH2:6][CH2:5][CH2:4][OH:3])[C:8](=[O:35])[N:9]([CH3:34])[C:10]=3[N:17]=[CH:16][C:15]=2[O:18][C:19]2[CH:20]=[N:21][C:22]([CH3:25])=[CH:23][CH:24]=2)=[CH:32][CH:31]=1. The yield is 0.212. (5) No catalyst specified. The reactants are F[C:2]1C(N)=NC(N)=NC=1.[OH:10][C:11]1[CH:19]=[CH:18][C:17]([N+:20]([O-:22])=[O:21])=[CH:16][C:12]=1[C:13]([OH:15])=[O:14].C(=O)([O-])[O-].[K+].[K+].IC. The product is [OH:10][C:11]1[CH:19]=[CH:18][C:17]([N+:20]([O-:22])=[O:21])=[CH:16][C:12]=1[C:13]([O:15][CH3:2])=[O:14]. The yield is 0.770.